From a dataset of NCI-60 drug combinations with 297,098 pairs across 59 cell lines. Regression. Given two drug SMILES strings and cell line genomic features, predict the synergy score measuring deviation from expected non-interaction effect. (1) Drug 1: C1=CC(=C2C(=C1NCCNCCO)C(=O)C3=C(C=CC(=C3C2=O)O)O)NCCNCCO. Drug 2: CN(C)N=NC1=C(NC=N1)C(=O)N. Cell line: SNB-19. Synergy scores: CSS=43.0, Synergy_ZIP=4.25, Synergy_Bliss=0.317, Synergy_Loewe=-40.5, Synergy_HSA=-0.658. (2) Drug 1: CN(C)C1=NC(=NC(=N1)N(C)C)N(C)C. Drug 2: CC12CCC3C(C1CCC2O)C(CC4=C3C=CC(=C4)O)CCCCCCCCCS(=O)CCCC(C(F)(F)F)(F)F. Cell line: TK-10. Synergy scores: CSS=-9.80, Synergy_ZIP=0.498, Synergy_Bliss=-4.71, Synergy_Loewe=-9.85, Synergy_HSA=-9.14. (3) Drug 1: CC1=C(N=C(N=C1N)C(CC(=O)N)NCC(C(=O)N)N)C(=O)NC(C(C2=CN=CN2)OC3C(C(C(C(O3)CO)O)O)OC4C(C(C(C(O4)CO)O)OC(=O)N)O)C(=O)NC(C)C(C(C)C(=O)NC(C(C)O)C(=O)NCCC5=NC(=CS5)C6=NC(=CS6)C(=O)NCCC[S+](C)C)O. Drug 2: C(CC(=O)O)C(=O)CN.Cl. Cell line: IGROV1. Synergy scores: CSS=23.1, Synergy_ZIP=-8.72, Synergy_Bliss=-1.09, Synergy_Loewe=-35.7, Synergy_HSA=1.43. (4) Drug 1: CC(CN1CC(=O)NC(=O)C1)N2CC(=O)NC(=O)C2. Drug 2: CC(C)NC(=O)C1=CC=C(C=C1)CNNC.Cl. Cell line: MDA-MB-435. Synergy scores: CSS=6.75, Synergy_ZIP=-1.70, Synergy_Bliss=-1.38, Synergy_Loewe=-6.15, Synergy_HSA=-4.55. (5) Drug 1: CC12CCC3C(C1CCC2=O)CC(=C)C4=CC(=O)C=CC34C. Drug 2: C1=C(C(=O)NC(=O)N1)N(CCCl)CCCl. Cell line: HT29. Synergy scores: CSS=37.3, Synergy_ZIP=-5.43, Synergy_Bliss=1.59, Synergy_Loewe=-10.8, Synergy_HSA=2.77. (6) Drug 1: CNC(=O)C1=NC=CC(=C1)OC2=CC=C(C=C2)NC(=O)NC3=CC(=C(C=C3)Cl)C(F)(F)F. Drug 2: C#CCC(CC1=CN=C2C(=N1)C(=NC(=N2)N)N)C3=CC=C(C=C3)C(=O)NC(CCC(=O)O)C(=O)O. Cell line: RPMI-8226. Synergy scores: CSS=3.99, Synergy_ZIP=-2.50, Synergy_Bliss=-3.84, Synergy_Loewe=-3.82, Synergy_HSA=-6.25.